This data is from Forward reaction prediction with 1.9M reactions from USPTO patents (1976-2016). The task is: Predict the product of the given reaction. (1) Given the reactants [OH:1][CH:2]1[CH2:7][CH2:6][CH2:5][NH:4][CH2:3]1.[OH-].[Na+].Cl[C:11]1[N:16]=[C:15]([NH:17][C:18]2[CH:23]=[CH:22][C:21]([O:24][CH3:25])=[C:20]([Cl:26])[CH:19]=2)[N:14]=[C:13]([NH:27][CH:28]2[CH2:34][CH2:33][CH2:32][CH2:31][CH2:30][CH2:29]2)[N:12]=1, predict the reaction product. The product is: [Cl:26][C:20]1[CH:19]=[C:18]([NH:17][C:15]2[N:14]=[C:13]([NH:27][CH:28]3[CH2:29][CH2:30][CH2:31][CH2:32][CH2:33][CH2:34]3)[N:12]=[C:11]([N:4]3[CH2:5][CH2:6][CH2:7][CH:2]([OH:1])[CH2:3]3)[N:16]=2)[CH:23]=[CH:22][C:21]=1[O:24][CH3:25]. (2) Given the reactants [N+:1]([C:4]1[CH:13]=[C:12]2[C:7]([CH2:8][CH2:9][CH2:10][C:11]2=[O:14])=[CH:6][CH:5]=1)([O-])=O.Cl.C(N(CC)CC)C.[C:23](Cl)(=[O:25])[CH3:24], predict the reaction product. The product is: [C:23]([NH:1][C:4]1[CH:13]=[C:12]2[C:7]([CH2:8][CH2:9][CH2:10][C:11]2=[O:14])=[CH:6][CH:5]=1)(=[O:25])[CH3:24]. (3) Given the reactants Cl[C:2]1[CH:7]=[CH:6][N:5]=[C:4]2[CH:8]=[C:9]([C:11]3[CH:16]=[C:15]([O:17][CH3:18])[C:14]([O:19][CH3:20])=[C:13]([O:21][CH3:22])[CH:12]=3)[O:10][C:3]=12.[NH2:23][CH2:24][CH:25]1[CH2:30][CH2:29][CH2:28][N:27]([C:31]([O:33][C:34]([CH3:37])([CH3:36])[CH3:35])=[O:32])[CH2:26]1, predict the reaction product. The product is: [C:34]([O:33][C:31]([N:27]1[CH2:28][CH2:29][CH2:30][CH:25]([CH2:24][NH:23][C:2]2[CH:7]=[CH:6][N:5]=[C:4]3[CH:8]=[C:9]([C:11]4[CH:16]=[C:15]([O:17][CH3:18])[C:14]([O:19][CH3:20])=[C:13]([O:21][CH3:22])[CH:12]=4)[O:10][C:3]=23)[CH2:26]1)=[O:32])([CH3:37])([CH3:36])[CH3:35]. (4) Given the reactants [Cl:1][C:2]1[C:3]2[CH2:10][C:9](=[O:11])[NH:8][C:4]=2[N:5]=[CH:6][N:7]=1.[CH3:12][Si](C)(C)[N-][Si](C)(C)C.[Li+].CI, predict the reaction product. The product is: [Cl:1][C:2]1[C:3]2[CH:10]([CH3:12])[C:9](=[O:11])[NH:8][C:4]=2[N:5]=[CH:6][N:7]=1. (5) The product is: [F:1][C:2]1[CH:3]=[C:4]([CH:29]=[C:30]([N:32]2[CH2:37][CH2:36][CH2:35][CH2:34][CH2:33]2)[CH:31]=1)[C:5]([NH:7][C:8]1[C:17]2[C:12](=[CH:13][CH:14]=[CH:15][CH:16]=2)[C:11]([O:18][C:19]2[CH:24]=[CH:23][N:22]=[C:21]([NH:43][CH:41]([CH3:42])[CH2:40][O:39][CH3:38])[N:20]=2)=[CH:10][CH:9]=1)=[O:6]. Given the reactants [F:1][C:2]1[CH:3]=[C:4]([CH:29]=[C:30]([N:32]2[CH2:37][CH2:36][CH2:35][CH2:34][CH2:33]2)[CH:31]=1)[C:5]([NH:7][C:8]1[C:17]2[C:12](=[CH:13][CH:14]=[CH:15][CH:16]=2)[C:11]([O:18][C:19]2[CH:24]=[CH:23][N:22]=[C:21](S(C)(=O)=O)[N:20]=2)=[CH:10][CH:9]=1)=[O:6].[CH3:38][O:39][CH2:40][CH:41]([NH2:43])[CH3:42], predict the reaction product.